Dataset: Forward reaction prediction with 1.9M reactions from USPTO patents (1976-2016). Task: Predict the product of the given reaction. (1) Given the reactants [N+:1]([CH2:3][C:4]([O:6]C)=O)#[C-:2].[CH2:8]([NH:10][CH2:11][CH3:12])[CH3:9], predict the reaction product. The product is: [CH2:8]([N:10]([CH2:11][CH3:12])[C:4](=[O:6])[CH2:3][N+:1]#[C-:2])[CH3:9]. (2) Given the reactants CN(C)C=O.C(Cl)(=O)C(Cl)=O.[O:12]=[C:13]1[C:18]([C:19]([OH:21])=O)=[CH:17][C:16]([C:22]2[CH:27]=[CH:26][N:25]=[CH:24][CH:23]=2)=[N:15][NH:14]1.[Cl:28][C:29]1[CH:36]=[C:35]([Cl:37])[CH:34]=[CH:33][C:30]=1[CH2:31][NH2:32], predict the reaction product. The product is: [Cl:28][C:29]1[CH:36]=[C:35]([Cl:37])[CH:34]=[CH:33][C:30]=1[CH2:31][NH:32][C:19]([C:18]1[C:13](=[O:12])[NH:14][N:15]=[C:16]([C:22]2[CH:27]=[CH:26][N:25]=[CH:24][CH:23]=2)[CH:17]=1)=[O:21]. (3) Given the reactants [NH2:1][CH2:2][CH2:3][CH2:4][NH:5][N:6]1[C:18]2[C:17]3[CH:16]=[CH:15][CH:14]=[CH:13][C:12]=3[N:11]=[C:10]([NH2:19])[C:9]=2[N:8]=[C:7]1[CH2:20][O:21][CH2:22][CH3:23].C(N(CC)CC)C.[CH:31]1([C:36](Cl)=[O:37])[CH2:35][CH2:34][CH2:33][CH2:32]1.CC(O)C, predict the reaction product. The product is: [NH2:19][C:10]1[C:9]2[N:8]=[C:7]([CH2:20][O:21][CH2:22][CH3:23])[N:6]([NH:5][CH2:4][CH2:3][CH2:2][NH:1][C:36]([CH:31]3[CH2:35][CH2:34][CH2:33][CH2:32]3)=[O:37])[C:18]=2[C:17]2[CH:16]=[CH:15][CH:14]=[CH:13][C:12]=2[N:11]=1. (4) Given the reactants [H-].[Na+].[CH3:3][O:4][C:5](=[O:10])[CH2:6][C:7]([CH3:9])=[O:8].[CH2:11]([Li])[CH2:12]CC.ICC.Cl, predict the reaction product. The product is: [CH3:3][O:4][C:5](=[O:10])[CH2:6][C:7](=[O:8])[CH2:9][CH2:11][CH3:12]. (5) Given the reactants [C:1]([O:5][C:6](=[O:20])[NH:7][C:8]1[CH:13]=[C:12]([CH3:14])[C:11]([C:15]([F:18])([F:17])[F:16])=[CH:10][C:9]=1[NH2:19])([CH3:4])([CH3:3])[CH3:2].C([O:25][C:26](=O)[CH2:27][C:28]([C:30]1[CH:35]=[CH:34][CH:33]=[C:32]([C:36]2[C:37]([CH3:42])=[N:38][CH:39]=[CH:40][CH:41]=2)[CH:31]=1)=[O:29])(C)(C)C, predict the reaction product. The product is: [C:1]([O:5][C:6](=[O:20])[NH:7][C:8]1[CH:13]=[C:12]([CH3:14])[C:11]([C:15]([F:18])([F:17])[F:16])=[CH:10][C:9]=1[NH:19][C:26](=[O:25])[CH2:27][C:28]([C:30]1[CH:35]=[CH:34][CH:33]=[C:32]([C:36]2[C:37]([CH3:42])=[N:38][CH:39]=[CH:40][CH:41]=2)[CH:31]=1)=[O:29])([CH3:4])([CH3:2])[CH3:3]. (6) Given the reactants [F:1][C:2]1[CH:3]=[C:4]([CH:7]=[C:8]([O:11][CH3:12])[C:9]=1[OH:10])[CH:5]=[O:6].Cl[C:14]1[CH:21]=[CH:20][C:17]([C:18]#[N:19])=[CH:16][N:15]=1.C([O-])([O-])=O.[K+].[K+], predict the reaction product. The product is: [F:1][C:2]1[CH:3]=[C:4]([CH:5]=[O:6])[CH:7]=[C:8]([O:11][CH3:12])[C:9]=1[O:10][C:14]1[CH:21]=[CH:20][C:17]([C:18]#[N:19])=[CH:16][N:15]=1. (7) The product is: [CH3:23][O:24][C:25](=[O:38])[C@H:26]([NH:30][C:31]([O:33][C:34]([CH3:36])([CH3:35])[CH3:37])=[O:32])[CH2:27][C:28]#[C:29][C:18]1[CH:19]=[CH:20][C:15]([C:14]#[C:13][CH2:12][CH2:11][NH:10][C:9]([O:8][CH2:1][C:2]2[CH:7]=[CH:6][CH:5]=[CH:4][CH:3]=2)=[O:22])=[CH:16][CH:17]=1. Given the reactants [CH2:1]([O:8][C:9](=[O:22])[NH:10][CH2:11][CH2:12][C:13]#[C:14][C:15]1[CH:20]=[CH:19][C:18](I)=[CH:17][CH:16]=1)[C:2]1[CH:7]=[CH:6][CH:5]=[CH:4][CH:3]=1.[CH3:23][O:24][C:25](=[O:38])[C@H:26]([NH:30][C:31]([O:33][C:34]([CH3:37])([CH3:36])[CH3:35])=[O:32])[CH2:27][C:28]#[CH:29].COC(=O)C(NC(OC(C)(C)C)=O)CC#C, predict the reaction product. (8) Given the reactants [OH:1][CH2:2][C:3]([CH2:8][OH:9])([CH2:6][OH:7])[CH2:4][OH:5].[C:10]1(=[O:16])[O:15][C:13](=[O:14])[CH2:12][CH2:11]1.[C:17]([O:20]CC)(=[O:19])[CH3:18].C[C:24]([CH3:26])=[O:25], predict the reaction product. The product is: [C:17]([C:18]#[C:12][C:13]([O:1][CH2:2][C:3]([CH2:8][O:9][C:24](=[O:25])[C:26]#[C:18][C:17]([OH:20])=[O:19])([CH2:6][O:7][C:10](=[O:15])[C:11]#[C:18][C:17]([OH:20])=[O:19])[CH2:4][O:5][C:13](=[O:14])[C:12]#[C:11][C:10]([OH:15])=[O:16])=[O:14])([OH:20])=[O:19].